From a dataset of Forward reaction prediction with 1.9M reactions from USPTO patents (1976-2016). Predict the product of the given reaction. (1) Given the reactants [C:1]1(B(O)O)[CH:6]=[CH:5][CH:4]=[CH:3][CH:2]=1.C(=O)([O-])[O-].[Na+].[Na+].FC(F)(F)S(O[C:22]1=[CH:23][C:24]2[C:25]([CH:30]([O:33][Si:34]([CH:41]([CH3:43])[CH3:42])([CH:38]([CH3:40])[CH3:39])[CH:35]([CH3:37])[CH3:36])[CH2:31][CH2:32]1)=[N:26][CH:27]=[CH:28][CH:29]=2)(=O)=O, predict the reaction product. The product is: [C:1]1([C:22]2=[CH:23][C:24]3[C:25]([CH:30]([O:33][Si:34]([CH:38]([CH3:40])[CH3:39])([CH:41]([CH3:43])[CH3:42])[CH:35]([CH3:36])[CH3:37])[CH2:31][CH2:32]2)=[N:26][CH:27]=[CH:28][CH:29]=3)[CH:6]=[CH:5][CH:4]=[CH:3][CH:2]=1. (2) Given the reactants [CH3:1][O:2][C:3]([C@H:5]1[CH2:10][CH2:9][C@H:8]([C:11]([OH:13])=O)[CH2:7][CH2:6]1)=[O:4].[NH:14]1[CH2:18][CH2:17][CH2:16][CH2:15]1.Cl.C(N=C=NCCCN(C)C)C.C(N(CC)CC)C, predict the reaction product. The product is: [N:14]1([C:11]([C@H:8]2[CH2:7][CH2:6][C@H:5]([C:3]([O:2][CH3:1])=[O:4])[CH2:10][CH2:9]2)=[O:13])[CH2:18][CH2:17][CH2:16][CH2:15]1. (3) Given the reactants [Cl:1][C:2]1[N:3]=[C:4]([C:10]2[CH:11]=[N:12][CH:13]=[CH:14][CH:15]=2)[S:5][C:6]=1[NH:7][CH2:8][CH3:9].[CH3:16][CH:17]([CH2:21][S:22][CH3:23])[C:18](O)=[O:19].C(N(CC)CC)C.Cl.CN(C)CCCN=C=NCC, predict the reaction product. The product is: [Cl:1][C:2]1[N:3]=[C:4]([C:10]2[CH:11]=[N:12][CH:13]=[CH:14][CH:15]=2)[S:5][C:6]=1[N:7]([CH2:8][CH3:9])[C:18](=[O:19])[CH:17]([CH3:16])[CH2:21][S:22][CH3:23]. (4) Given the reactants [NH2:1][C:2]1[C:3]2[N:4]([C:8]([C@H:30]3[CH2:35][N:34](C(OCC4C=CC=CC=4)=O)[C@H:33]([CH2:46][O:47]C)[CH2:32][CH2:31]3)=[N:9][C:10]=2[C:11]2[CH:16]=[CH:15][C:14]([C:17](=[O:29])[NH:18][C:19]3[CH:24]=[C:23]([C:25]([F:28])([F:27])[F:26])[CH:22]=[CH:21][N:20]=3)=[CH:13][CH:12]=2)[CH:5]=[CH:6][N:7]=1.B(Br)(Br)Br, predict the reaction product. The product is: [NH2:1][C:2]1[C:3]2[N:4]([C:8]([C@@H:30]3[CH2:31][CH2:32][C@@H:33]([CH2:46][OH:47])[NH:34][CH2:35]3)=[N:9][C:10]=2[C:11]2[CH:16]=[CH:15][C:14]([C:17]([NH:18][C:19]3[CH:24]=[C:23]([C:25]([F:27])([F:26])[F:28])[CH:22]=[CH:21][N:20]=3)=[O:29])=[CH:13][CH:12]=2)[CH:5]=[CH:6][N:7]=1. (5) Given the reactants [C:1](O)(=O)/[C:2](=[C:4](\[CH:6]=[O:7])/[Cl:5])/[Cl:3].C([O-])([O-])=O.[Na+].[Na+].Cl.[C:17]([NH:21][NH2:22])([CH3:20])([CH3:19])[CH3:18], predict the reaction product. The product is: [C:17]([N:21]1[C:6](=[O:7])[C:4]([Cl:5])=[C:2]([Cl:3])[CH:1]=[N:22]1)([CH3:20])([CH3:19])[CH3:18]. (6) Given the reactants [C:1]([C:3]1[CH:4]=[C:5](B(O)O)[CH:6]=[CH:7][CH:8]=1)#[N:2].Br[C:13]1[CH:18]=[CH:17][CH:16]=[CH:15][CH:14]=1.C(=O)([O-])[O-].[Cs+].[Cs+].C(OCC)(=O)C, predict the reaction product. The product is: [C:5]1([C:13]2[CH:18]=[CH:17][CH:16]=[CH:15][CH:14]=2)[CH:6]=[CH:7][CH:8]=[C:3]([C:1]#[N:2])[CH:4]=1.